From a dataset of Full USPTO retrosynthesis dataset with 1.9M reactions from patents (1976-2016). Predict the reactants needed to synthesize the given product. (1) Given the product [C:1]([O:5][C:6]([NH:8][C:9]([NH:19][C:20]([O:22][C:23]([CH3:26])([CH3:25])[CH3:24])=[O:21])=[N:10][C:11]1[CH:16]=[CH:15][C:14]([CH:17]=[O:18])=[CH:13][CH:12]=1)=[O:7])([CH3:4])([CH3:3])[CH3:2], predict the reactants needed to synthesize it. The reactants are: [C:1]([O:5][C:6]([NH:8][C:9]([NH:19][C:20]([O:22][C:23]([CH3:26])([CH3:25])[CH3:24])=[O:21])=[N:10][C:11]1[CH:16]=[CH:15][C:14]([CH2:17][OH:18])=[CH:13][CH:12]=1)=[O:7])([CH3:4])([CH3:3])[CH3:2]. (2) Given the product [C:1]1([C:7]2[C:16]3[CH:15]=[CH:14][CH:13]=[CH:12][C:11]=3[N:10]=[C:9]3[C:17]4[C:22]([C:23]([C:25]5[CH:26]=[CH:27][CH:28]=[CH:29][CH:30]=5)([C:41]5[CH:40]=[CH:39][C:38]6[N:37]([C:34]7[CH:33]=[CH:32][C:31]([CH3:50])=[CH:36][CH:35]=7)[C:49]7[C:44]([C:43]=6[CH:42]=5)=[CH:45][CH:46]=[CH:47][CH:48]=7)[C:8]=23)=[CH:21][CH:20]=[CH:19][CH:18]=4)[CH:2]=[CH:3][CH:4]=[CH:5][CH:6]=1, predict the reactants needed to synthesize it. The reactants are: [C:1]1([C:7]2[C:16]3[CH:15]=[CH:14][CH:13]=[CH:12][C:11]=3[N:10]=[C:9]3[C:17]4[C:22]([C:23]([C:25]5[CH:30]=[CH:29][CH:28]=[CH:27][CH:26]=5)(O)[C:8]=23)=[CH:21][CH:20]=[CH:19][CH:18]=4)[CH:6]=[CH:5][CH:4]=[CH:3][CH:2]=1.[C:31]1([CH3:50])[CH:36]=[CH:35][C:34]([N:37]2[C:49]3[CH:48]=[CH:47][CH:46]=[CH:45][C:44]=3[C:43]3[C:38]2=[CH:39][CH:40]=[CH:41][CH:42]=3)=[CH:33][CH:32]=1.CS(O)(=O)=O.O=P12OP3(OP(OP(O3)(O1)=O)(=O)O2)=O. (3) Given the product [CH3:1][O:2][C:3]1[CH:4]=[C:5]([C:6]2[O:7][CH:13]=[C:14]([CH3:15])[N:8]=2)[CH:9]=[CH:10][CH:11]=1, predict the reactants needed to synthesize it. The reactants are: [CH3:1][O:2][C:3]1[CH:4]=[C:5]([CH:9]=[CH:10][CH:11]=1)[C:6]([NH2:8])=[O:7].Cl[CH2:13][C:14](=O)[CH3:15]. (4) Given the product [C:21]1([S:18]([CH2:17][C:14]2[C:8]([C:9]([O:11][CH3:12])=[O:10])=[C:7]([O:28][CH3:29])[C:6]([C:3]3[S:36][CH:30]=[CH:5][CH:4]=3)=[CH:16][CH:15]=2)(=[O:19])=[O:20])[CH:22]=[CH:23][CH:24]=[CH:25][CH:26]=1, predict the reactants needed to synthesize it. The reactants are: O1[CH:5]=[CH:4][C:3]([C:6]2[C:7]([O:28][CH3:29])=[C:8]([C:14]([CH2:17][S:18]([C:21]3[CH:26]=[CH:25][CH:24]=[CH:23][C:22]=3C)(=[O:20])=[O:19])=[CH:15][CH:16]=2)[C:9]([O:11][CH2:12]C)=[O:10])=C1.[C:30]1([S:36](CC2C(C(OC)=O)=C(OC)C(Br)=CC=2)(=O)=O)C=CC=CC=1.CC1(C)C(C)(C)OB(C2SC=CC=2)O1.